From a dataset of Forward reaction prediction with 1.9M reactions from USPTO patents (1976-2016). Predict the product of the given reaction. Given the reactants O[C:2]1[CH:15]=[CH:14][CH:13]=[CH:12][C:3]=1[C:4]([C:6]1[CH:11]=[CH:10][CH:9]=[CH:8][CH:7]=1)=[O:5].OC1C=C(O)C=CC=1C(C1C=CC=CC=1)=O.OC1C=C(O)C=CC=1C(C1C=CC=CC=1O)=O.OC1C=C(O)C=CC=1C(C1C=CC(O)=CC=1O)=O.OC1C=C(OC)C=CC=1C(C1C=CC=CC=1O)=O, predict the reaction product. The product is: [C:4]([C:6]1[CH:11]=[CH:10][CH:9]=[CH:8][CH:7]=1)(=[O:5])[C:3]1[CH:12]=[CH:13][CH:14]=[CH:15][CH:2]=1.